Dataset: Reaction yield outcomes from USPTO patents with 853,638 reactions. Task: Predict the reaction yield, written as a fraction of the theoretical maximum amount of product (1.0 means a 100% yield; for example, 0.34 means a 34% yield). (1) The reactants are Cl[C:2]1[C:7]([CH2:8][OH:9])=[CH:6][C:5]([F:10])=[C:4]([Cl:11])[N:3]=1.CCN(CC)CC.C(O)=O. The catalyst is O1CCOCC1.O.C1C=CC([P]([Pd]([P](C2C=CC=CC=2)(C2C=CC=CC=2)C2C=CC=CC=2)([P](C2C=CC=CC=2)(C2C=CC=CC=2)C2C=CC=CC=2)[P](C2C=CC=CC=2)(C2C=CC=CC=2)C2C=CC=CC=2)(C2C=CC=CC=2)C2C=CC=CC=2)=CC=1. The product is [Cl:11][C:4]1[N:3]=[CH:2][C:7]([CH2:8][OH:9])=[CH:6][C:5]=1[F:10]. The yield is 0.410. (2) The yield is 0.400. No catalyst specified. The reactants are Br[C:2]1[CH:23]=[CH:22][C:5]([C:6]([NH:8][S:9]([C:12]2[CH:17]=[CH:16][CH:15]=[CH:14][C:13]=2[S:18](=[O:21])(=[O:20])[NH2:19])(=[O:11])=[O:10])=[O:7])=[CH:4][N:3]=1.[CH3:24][CH:25]([CH3:28])[C:26]#[CH:27]. The product is [CH3:24][CH:25]([CH3:28])[C:26]#[C:27][C:2]1[CH:23]=[CH:22][C:5]([C:6]([NH:8][S:9]([C:12]2[CH:17]=[CH:16][CH:15]=[CH:14][C:13]=2[S:18](=[O:21])(=[O:20])[NH2:19])(=[O:11])=[O:10])=[O:7])=[CH:4][N:3]=1. (3) The reactants are [CH3:1][C:2]1[C:10]([S:11]([CH3:14])(=[O:13])=[O:12])=[C:9]([S:15]([CH3:18])(=[O:17])=[O:16])[CH:8]=[CH:7][C:3]=1[C:4](O)=[O:5].S(Cl)([Cl:21])=O. The catalyst is CN(C)C=O.C1(C)C=CC=CC=1. The product is [CH3:1][C:2]1[C:10]([S:11]([CH3:14])(=[O:13])=[O:12])=[C:9]([S:15]([CH3:18])(=[O:17])=[O:16])[CH:8]=[CH:7][C:3]=1[C:4]([Cl:21])=[O:5]. The yield is 0.930. (4) The reactants are [CH2:1]([NH2:4])[CH2:2][NH2:3].C(O[C:8](=[O:13])[C:9](Br)([CH3:11])[CH3:10])C.[OH-].[K+]. The catalyst is C1(C)C=CC=CC=1. The product is [CH3:11][C:9]1([CH3:10])[NH:4][CH2:1][CH2:2][NH:3][C:8]1=[O:13]. The yield is 0.360. (5) The reactants are Cl[C:2]1[NH:10][C:9]2[C:4](=[N:5][CH:6]=[CH:7][CH:8]=2)[C:3]=1[C:11]#[N:12].[C:13]([O:17][C:18](=[O:25])[NH:19][C@@H:20]1[CH2:24][CH2:23][NH:22][CH2:21]1)([CH3:16])([CH3:15])[CH3:14]. No catalyst specified. The product is [C:13]([O:17][C:18](=[O:25])[NH:19][C@@H:20]1[CH2:24][CH2:23][N:22]([C:2]2[NH:10][C:9]3[C:4](=[N:5][CH:6]=[CH:7][CH:8]=3)[C:3]=2[C:11]#[N:12])[CH2:21]1)([CH3:16])([CH3:14])[CH3:15]. The yield is 0.460. (6) The reactants are [Na:1].[CH3:2][C:3]1[C:4]([CH2:20][S:21]([C:23]2[NH:27][C:26]3[CH:28]=[CH:29][CH:30]=[CH:31][C:25]=3[N:24]=2)=[O:22])=[N:5][CH:6]=[CH:7][C:8]=1[O:9]CCC1(CCC)OCCO1.ClC1C=C[N+]([O-])=C(C)C=1C.[CH2:42]([C:44]1([CH2:49]O)[O:48][CH2:47][CH2:46][O:45]1)[CH3:43]. No catalyst specified. The product is [Na:1].[CH2:42]([C:44]1([CH2:49][O:9][C:8]2[CH:7]=[CH:6][N:5]=[C:4]([CH2:20][S:21]([C:23]3[NH:27][C:26]4[CH:28]=[CH:29][CH:30]=[CH:31][C:25]=4[N:24]=3)=[O:22])[C:3]=2[CH3:2])[O:48][CH2:47][CH2:46][O:45]1)[CH3:43]. The yield is 0.0960. (7) The reactants are [N+:1]([C:4]1[CH:5]=[C:6]2[C:10](=[CH:11][CH:12]=1)[N:9]([CH2:13][C:14]([O:16][CH2:17][C:18]1[CH:23]=[CH:22][CH:21]=[CH:20][CH:19]=1)=[O:15])[CH2:8][CH2:7]2)([O-])=O.[Cl-].[NH4+]. The catalyst is C(O)C.O.[Fe]. The product is [NH2:1][C:4]1[CH:5]=[C:6]2[C:10](=[CH:11][CH:12]=1)[N:9]([CH2:13][C:14]([O:16][CH2:17][C:18]1[CH:23]=[CH:22][CH:21]=[CH:20][CH:19]=1)=[O:15])[CH2:8][CH2:7]2. The yield is 0.990. (8) The reactants are [NH2:1][C:2]1[N:7]=[C:6]([C:8]2[NH:12][C:11]([C:13]3[CH:18]=[C:17]([C:19]([F:22])([F:21])[F:20])[CH:16]=[CH:15][C:14]=3[Cl:23])=[C:10]([C:24]([OH:26])=O)[CH:9]=2)[CH:5]=[CH:4][N:3]=1.CC[N:29](C(C)C)C(C)C.CCN=C=NCCCN(C)C.Cl.C1C=CC2N(O)N=NC=2C=1.N. The catalyst is CN(C=O)C.O. The product is [NH2:1][C:2]1[N:7]=[C:6]([C:8]2[NH:12][C:11]([C:13]3[CH:18]=[C:17]([C:19]([F:20])([F:22])[F:21])[CH:16]=[CH:15][C:14]=3[Cl:23])=[C:10]([C:24]([NH2:29])=[O:26])[CH:9]=2)[CH:5]=[CH:4][N:3]=1. The yield is 0.820.